Predict the product of the given reaction. From a dataset of Forward reaction prediction with 1.9M reactions from USPTO patents (1976-2016). (1) Given the reactants [CH2:1]1[C:10]2[C:5](=[CH:6][CH:7]=[CH:8][CH:9]=2)[CH2:4][CH2:3][N:2]1[CH2:11][CH:12]([OH:34])[CH2:13][NH:14][C:15](=[O:33])[CH2:16][O:17][C:18]1[CH:19]=[C:20]2[C:24](=[CH:25][CH:26]=1)[N:23]([CH:27]1[CH2:32][CH2:31][NH:30][CH2:29][CH2:28]1)[N:22]=[CH:21]2.[CH2:35](N(CC)CC)C.C=O.[BH3-]C#N.[Na+], predict the reaction product. The product is: [CH2:1]1[C:10]2[C:5](=[CH:6][CH:7]=[CH:8][CH:9]=2)[CH2:4][CH2:3][N:2]1[CH2:11][CH:12]([OH:34])[CH2:13][NH:14][C:15](=[O:33])[CH2:16][O:17][C:18]1[CH:19]=[C:20]2[C:24](=[CH:25][CH:26]=1)[N:23]([CH:27]1[CH2:32][CH2:31][N:30]([CH3:35])[CH2:29][CH2:28]1)[N:22]=[CH:21]2. (2) Given the reactants [CH3:1][C:2]1[CH:3]=[C:4]2[C:9](=[CH:10][CH:11]=1)[N:8]=[CH:7][CH:6]=[CH:5]2.Br[N:13]1C(=O)CC[C:14]1=O.C(OOC(=O)C1C=CC=CC=1)(=O)C1C=CC=CC=1.[C-]#N.[Na+].C(=O)(O)[O-].[K+], predict the reaction product. The product is: [N:8]1[C:9]2[C:4](=[CH:3][C:2]([CH2:1][C:14]#[N:13])=[CH:11][CH:10]=2)[CH:5]=[CH:6][CH:7]=1. (3) Given the reactants [Cl:1][C:2]1[CH:8]=[CH:7][CH:6]=[C:5]([Cl:9])[C:3]=1[NH2:4].[F:10][C:11]([F:22])([F:21])[C:12](O[C:12](=[O:13])[C:11]([F:22])([F:21])[F:10])=[O:13], predict the reaction product. The product is: [Cl:1][C:2]1[CH:8]=[CH:7][CH:6]=[C:5]([Cl:9])[C:3]=1[NH:4][C:12](=[O:13])[C:11]([F:22])([F:21])[F:10]. (4) Given the reactants [F:1][C:2]1[CH:3]=[C:4]([CH2:9][C@@H:10]([C:25]2[C:30]([C:31]3[CH:32]=[C:33]([CH:37]=[CH:38][CH:39]=3)[C:34]([NH2:36])=[O:35])=[CH:29][CH:28]=[CH:27][N:26]=2)[NH:11][C:12](=[O:24])[CH2:13][C:14]2[C:22]3[C:17](=[CH:18]C=[C:20](F)[CH:21]=3)[NH:16][CH:15]=2)[CH:5]=[C:6]([F:8])[CH:7]=1.[F:40][C:41]([F:46])([F:45])[C:42](O)=O.N[C@H](C1C(C2C=C(C=CC=2)C(N)=O)=CC=CN=1)CC1C=C(F)C=C(F)C=1.FC(F)(F)C1C=C2C(C(CC(O)=O)=CN2)=CC=1, predict the reaction product. The product is: [F:8][C:6]1[CH:5]=[C:4]([CH2:9][C@@H:10]([C:25]2[C:30]([C:31]3[CH:32]=[C:33]([CH:37]=[CH:38][CH:39]=3)[C:34]([NH2:36])=[O:35])=[CH:29][CH:28]=[CH:27][N:26]=2)[NH:11][C:12](=[O:24])[CH2:13][C:14]2[C:22]3[C:17](=[CH:18][C:42]([C:41]([F:46])([F:45])[F:40])=[CH:20][CH:21]=3)[NH:16][CH:15]=2)[CH:3]=[C:2]([F:1])[CH:7]=1. (5) Given the reactants Cl.[CH3:2][C:3]1([CH3:25])[CH2:12][CH2:11][CH2:10][C:9]2[CH:8]=[C:7]([C:13]3[N:14]=[C:15]([N:18]4[CH2:23][CH2:22][CH:21]([NH2:24])[CH2:20][CH2:19]4)[S:16][CH:17]=3)[CH:6]=[CH:5][C:4]1=2.[Si]([O:33][CH2:34][CH:35]=O)(C(C)(C)C)(C)C.Cl, predict the reaction product. The product is: [CH3:2][C:3]1([CH3:25])[CH2:12][CH2:11][CH2:10][C:9]2[CH:8]=[C:7]([C:13]3[N:14]=[C:15]([N:18]4[CH2:23][CH2:22][CH:21]([NH:24][CH2:35][CH2:34][OH:33])[CH2:20][CH2:19]4)[S:16][CH:17]=3)[CH:6]=[CH:5][C:4]1=2. (6) Given the reactants C(OC([N:8]1[CH2:17][CH2:16][C:15]2[C:11](=[C:12](OS(C(F)(F)F)(=O)=O)[N:13]([CH2:18][CH3:19])[N:14]=2)[CH2:10][CH2:9]1)=O)(C)(C)C.[CH2:28]([C:30]1[CH:35]=[CH:34][C:33](B(O)O)=[CH:32][CH:31]=1)[CH3:29], predict the reaction product. The product is: [CH2:18]([N:13]1[C:12]([C:33]2[CH:34]=[CH:35][C:30]([CH2:28][CH3:29])=[CH:31][CH:32]=2)=[C:11]2[C:15]([CH2:16][CH2:17][NH:8][CH2:9][CH2:10]2)=[N:14]1)[CH3:19]. (7) The product is: [CH3:1][O:15][C:14](=[O:16])[C:13]1[C:17]([F:24])=[CH:18][CH:19]=[C:20]([N+:21]([O-:23])=[O:22])[C:12]=1[NH:11][CH:8]1[CH2:9][CH2:10]1. Given the reactants [CH3:1][Si](C=[N+]=[N-])(C)C.[CH:8]1([NH:11][C:12]2[C:20]([N+:21]([O-:23])=[O:22])=[CH:19][CH:18]=[C:17]([F:24])[C:13]=2[C:14]([OH:16])=[O:15])[CH2:10][CH2:9]1, predict the reaction product.